This data is from Catalyst prediction with 721,799 reactions and 888 catalyst types from USPTO. The task is: Predict which catalyst facilitates the given reaction. (1) Reactant: [Cl:1][C:2]1[CH:8]=[CH:7][C:5]([NH2:6])=[C:4]([N+:9]([O-:11])=[O:10])[CH:3]=1.[CH3:12][S:13]([CH:16]=[CH2:17])(=[O:15])=[O:14].C(=O)([O-])[O-].[Cs+].[Cs+]. Product: [Cl:1][C:2]1[CH:8]=[CH:7][C:5]([NH:6][CH2:17][CH2:16][S:13]([CH3:12])(=[O:15])=[O:14])=[C:4]([N+:9]([O-:11])=[O:10])[CH:3]=1. The catalyst class is: 10. (2) Reactant: CS(O[CH2:6][CH2:7][C:8]1[CH:13]=[CH:12][C:11]([NH:14][C:15]2[N:24]=[CH:23][C:22]3[CH2:21][CH:20]([C:25]4[CH:30]=[CH:29][CH:28]=[CH:27][C:26]=4[C:31]([F:34])([F:33])[F:32])[C:19]4[CH:35]=[CH:36][CH:37]=[CH:38][C:18]=4[C:17]=3[N:16]=2)=[CH:10][CH:9]=1)(=O)=O.[CH3:39][O:40][CH2:41][CH2:42][N:43]1[CH2:48][CH2:47][NH:46][CH2:45][CH2:44]1. Product: [CH3:39][O:40][CH2:41][CH2:42][N:43]1[CH2:48][CH2:47][N:46]([CH2:6][CH2:7][C:8]2[CH:13]=[CH:12][C:11]([NH:14][C:15]3[N:24]=[CH:23][C:22]4[CH2:21][CH:20]([C:25]5[CH:30]=[CH:29][CH:28]=[CH:27][C:26]=5[C:31]([F:33])([F:32])[F:34])[C:19]5[CH:35]=[CH:36][CH:37]=[CH:38][C:18]=5[C:17]=4[N:16]=3)=[CH:10][CH:9]=2)[CH2:45][CH2:44]1. The catalyst class is: 66. (3) Reactant: [Cl:1][C:2]1[CH:3]=[CH:4][CH:5]=[C:6]2[C:11]=1[C:10]([NH:12][C@H:13]1[CH2:17][CH2:16][N:15]([C:18]([O:20][C:21]([CH3:24])([CH3:23])[CH3:22])=[O:19])[CH2:14]1)=[N:9][C:8]([C:25]#[N:26])=[CH:7]2.[NH2:27][NH2:28].O. Product: [Cl:1][C:2]1[CH:3]=[CH:4][CH:5]=[C:6]2[C:11]=1[C:10]([NH:12][C@H:13]1[CH2:17][CH2:16][N:15]([C:18]([O:20][C:21]([CH3:23])([CH3:22])[CH3:24])=[O:19])[CH2:14]1)=[N:9][C:8]([C:25]([NH:27][NH2:28])=[NH:26])=[CH:7]2. The catalyst class is: 5. (4) Reactant: [Cl:1][C:2]1[CH:26]=[CH:25][C:5]([CH2:6][N:7]2[C:12](=[O:13])[C:11]([O:14][CH3:15])=[N:10][N:9]([C:16]3[CH:21]=[CH:20][CH:19]=[CH:18][C:17]=3[CH2:22]Br)[C:8]2=[O:24])=[CH:4][CH:3]=1.[C-:27]#[N:28].[K+]. Product: [Cl:1][C:2]1[CH:26]=[CH:25][C:5]([CH2:6][N:7]2[C:12](=[O:13])[C:11]([O:14][CH3:15])=[N:10][N:9]([C:16]3[CH:21]=[CH:20][CH:19]=[CH:18][C:17]=3[CH2:22][C:27]#[N:28])[C:8]2=[O:24])=[CH:4][CH:3]=1. The catalyst class is: 3.